This data is from Forward reaction prediction with 1.9M reactions from USPTO patents (1976-2016). The task is: Predict the product of the given reaction. (1) Given the reactants [C:1]([O:5][C:6]([NH:8][C@@H:9]([CH2:29][CH2:30][S:31][CH3:32])[C:10]([NH:12][CH:13]1[CH2:18][CH2:17][N:16]([C:19]([O:21][CH2:22][C:23]2[CH:28]=[CH:27][CH:26]=[CH:25][CH:24]=2)=[O:20])[CH2:15][CH2:14]1)=[O:11])=[O:7])([CH3:4])([CH3:3])[CH3:2].[CH3:33][I:34], predict the reaction product. The product is: [I-:34].[CH2:22]([O:21][C:19]([N:16]1[CH2:15][CH2:14][CH:13]([NH:12][C:10](=[O:11])[C@@H:9]([NH:8][C:6]([O:5][C:1]([CH3:4])([CH3:3])[CH3:2])=[O:7])[CH2:29][CH2:30][S+:31]([CH3:33])[CH3:32])[CH2:18][CH2:17]1)=[O:20])[C:23]1[CH:24]=[CH:25][CH:26]=[CH:27][CH:28]=1. (2) The product is: [C:1]([O:4][CH2:5][CH:6]([N:12]=[N+:13]=[N-:14])[C:7]([O:9][CH3:10])=[O:8])(=[O:3])[CH3:2]. Given the reactants [C:1]([O:4][CH2:5][CH:6](Br)[C:7]([O:9][CH3:10])=[O:8])(=[O:3])[CH3:2].[N-:12]=[N+:13]=[N-:14].[Na+], predict the reaction product. (3) The product is: [C:19]([O:18][C:16](=[O:17])[N:7]([CH:8]1[CH2:13][CH2:12][C:11](=[O:14])[NH:10][C:9]1=[O:15])[CH2:1][CH2:2][CH2:3][CH2:4][C:5]#[CH:6])([CH3:22])([CH3:21])[CH3:20]. Given the reactants [CH2:1]([NH:7][CH:8]1[CH2:13][CH2:12][C:11](=[O:14])[NH:10][C:9]1=[O:15])[CH2:2][CH2:3][CH2:4][C:5]#[CH:6].[C:16](O[C:16]([O:18][C:19]([CH3:22])([CH3:21])[CH3:20])=[O:17])([O:18][C:19]([CH3:22])([CH3:21])[CH3:20])=[O:17], predict the reaction product. (4) The product is: [NH2:22][C:3]1[CH:4]=[C:5]([CH:6]=[C:7]([N:8]2[CH2:17][CH2:16][N:15]3[C@H:10]([CH2:11][O:12][C:13]([CH3:19])([CH3:18])[CH2:14]3)[CH2:9]2)[C:2]=1[Cl:1])[C:20]#[N:21]. Given the reactants [Cl:1][C:2]1[C:7]([N:8]2[CH2:17][CH2:16][N:15]3[C@H:10]([CH2:11][O:12][C:13]([CH3:19])([CH3:18])[CH2:14]3)[CH2:9]2)=[CH:6][C:5]([C:20]#[N:21])=[CH:4][C:3]=1[NH:22]C(=O)OC(C)(C)C.N1C(C)=CC=CC=1C.FC(F)(F)S(O[Si](C)(C)C)(=O)=O, predict the reaction product. (5) Given the reactants [C:1]([O:5][C:6]([CH2:8][N:9]1[C:17]2[C:12](=[CH:13][CH:14]=[CH:15][CH:16]=2)[CH:11]=[C:10]1[C:18](O)=[O:19])=[O:7])([CH3:4])([CH3:3])[CH3:2].C(N1CCOCC1)C.Cl.[CH:30]([N:33]1[CH2:38][CH2:37][CH:36]([NH2:39])[CH2:35][CH2:34]1)([CH3:32])[CH3:31], predict the reaction product. The product is: [CH:30]([N:33]1[CH2:38][CH2:37][CH:36]([NH:39][C:18]([C:10]2[N:9]([CH2:8][C:6]([O:5][C:1]([CH3:4])([CH3:3])[CH3:2])=[O:7])[C:17]3[C:12]([CH:11]=2)=[CH:13][CH:14]=[CH:15][CH:16]=3)=[O:19])[CH2:35][CH2:34]1)([CH3:32])[CH3:31]. (6) The product is: [Cl:1][C:2]1[CH:21]=[CH:20][C:5]([C:6]([N:8]2[CH2:14][C:13]3[CH:15]=[CH:16][CH:17]=[CH:18][C:12]=3[N:11]([CH2:29][CH2:30][CH:31]3[CH2:36][CH2:35][NH:34][CH2:33][CH2:32]3)[C:10](=[O:19])[CH2:9]2)=[O:7])=[CH:4][CH:3]=1. Given the reactants [Cl:1][C:2]1[CH:21]=[CH:20][C:5]([C:6]([N:8]2[CH2:14][C:13]3[CH:15]=[CH:16][CH:17]=[CH:18][C:12]=3[NH:11][C:10](=[O:19])[CH2:9]2)=[O:7])=[CH:4][CH:3]=1.[H-].[Na+].CS(O[CH2:29][CH2:30][CH:31]1[CH2:36][CH2:35][N:34](C(OC(C)(C)C)=O)[CH2:33][CH2:32]1)(=O)=O.C(OCC)(=O)C, predict the reaction product. (7) Given the reactants [CH3:1][C:2]1[CH:7]=[CH:6][N:5]2[C:8]([C:18]3[CH:23]=[CH:22][N:21]=[C:20]([C:24]4[CH:29]=[CH:28][C:27]([OH:30])=[CH:26][CH:25]=4)[CH:19]=3)=[C:9]([C:11]3[CH:16]=[CH:15][CH:14]=[C:13]([CH3:17])[N:12]=3)[N:10]=[C:4]2[CH:3]=1.[Br:31][CH2:32][CH2:33]Br, predict the reaction product. The product is: [CH3:1][C:2]1[CH:7]=[CH:6][N:5]2[C:8]([C:18]3[CH:23]=[CH:22][N:21]=[C:20]([C:24]4[CH:29]=[CH:28][C:27]([O:30][CH2:33][CH2:32][Br:31])=[CH:26][CH:25]=4)[CH:19]=3)=[C:9]([C:11]3[CH:16]=[CH:15][CH:14]=[C:13]([CH3:17])[N:12]=3)[N:10]=[C:4]2[CH:3]=1. (8) Given the reactants F[C:2]1[CH:7]=[C:6]([F:8])[CH:5]=[CH:4][C:3]=1[C:9]1[N:14]=[CH:13][N:12]=[C:11]([NH:15][C:16]2[CH:17]=[C:18]([CH:29]=[CH:30][CH:31]=2)[CH2:19][S:20](=[N:23]C(=O)OCC)([CH3:22])=[O:21])[N:10]=1.[CH2:32]([OH:35])[CH:33]=[CH2:34], predict the reaction product. The product is: [F:8][C:6]1[CH:5]=[CH:4][C:3]([C:9]2[N:14]=[CH:13][N:12]=[C:11]([NH:15][C:16]3[CH:31]=[CH:30][CH:29]=[C:18]([CH2:19][S:20]([CH3:22])(=[NH:23])=[O:21])[CH:17]=3)[N:10]=2)=[C:2]([O:35][CH2:32][CH:33]=[CH2:34])[CH:7]=1.